Dataset: Full USPTO retrosynthesis dataset with 1.9M reactions from patents (1976-2016). Task: Predict the reactants needed to synthesize the given product. The reactants are: [CH2:1]([N:4]([CH2:8][P:9](=[O:16])([O:13][CH2:14][CH3:15])[O:10][CH2:11][CH3:12])[CH2:5][CH:6]=[CH2:7])C=C. Given the product [N:4]1([CH2:8][P:9](=[O:16])([O:10][CH2:11][CH3:12])[O:13][CH2:14][CH3:15])[CH:1]=[CH:7][CH:6]=[CH:5]1, predict the reactants needed to synthesize it.